From a dataset of Reaction yield outcomes from USPTO patents with 853,638 reactions. Predict the reaction yield, written as a fraction of the theoretical maximum amount of product (1.0 means a 100% yield; for example, 0.34 means a 34% yield). (1) The reactants are C(=[C:8]1/[CH2:9][CH2:10][C:11]2[C:12]/1=[N:13][CH:14]=[C:15]([Br:17])[CH:16]=2)/C1C=CC=CC=1.C1(P(C2C=CC=CC=2)C2C=CC=CC=2)C=CC=CC=1.C[OH:38]. The catalyst is C(Cl)Cl. The product is [Br:17][C:15]1[CH:16]=[C:11]2[CH2:10][CH2:9][C:8](=[O:38])[C:12]2=[N:13][CH:14]=1. The yield is 0.960. (2) The reactants are [CH:1]([CH:3](Cl)[C:4]([O-:6])=[O:5])=O.[C:8]([NH2:16])(=[S:15])[C:9]1[CH:14]=[CH:13][CH:12]=[CH:11][CH:10]=1.[CH3:17][CH2:18]O. No catalyst specified. The product is [CH2:17]([O:6][C:4]([C:3]1[S:15][C:8]([C:9]2[CH:14]=[CH:13][CH:12]=[CH:11][CH:10]=2)=[N:16][CH:1]=1)=[O:5])[CH3:18]. The yield is 0.150. (3) The reactants are [C:1]([C:3]1[CH:4]=[C:5]([CH:13]=[CH:14][CH:15]=1)[C:6]([O:8][C:9](C)(C)C)=[O:7])#[CH:2].C(O)(C(F)(F)F)=O.OS(O)(=O)=O. The catalyst is C(Cl)Cl.CO. The product is [C:1]([C:3]1[CH:4]=[C:5]([CH:13]=[CH:14][CH:15]=1)[C:6]([O:8][CH3:9])=[O:7])#[CH:2]. The yield is 0.960. (4) The reactants are [CH:1]([C:3]1[S:7][C:6]([C:8]2[CH:16]=[CH:15][C:11]([C:12](O)=[O:13])=[CH:10][CH:9]=2)=[CH:5][CH:4]=1)=[O:2].[N:17]1C=CC=C[CH:18]=1.FC(F)(F)C(OC1C(F)=C(F)C(F)=C(F)C=1F)=O.Cl. The catalyst is C1COCC1.CCOC(C)=O.O. The product is [CH:1]([C:3]1[S:7][C:6]([C:8]2[CH:16]=[CH:15][C:11]([C:12]([NH:17][CH3:18])=[O:13])=[CH:10][CH:9]=2)=[CH:5][CH:4]=1)=[O:2]. The yield is 0.800. (5) The reactants are Cl.[CH2:2]([O:9][NH2:10])[C:3]1[CH:8]=[CH:7][CH:6]=[CH:5][CH:4]=1.[CH:11](=O)[C:12]1[CH:17]=[CH:16][CH:15]=[CH:14][CH:13]=1. The yield is 0.980. The product is [CH2:2]([O:9][N:10]=[CH:11][C:12]1[CH:17]=[CH:16][CH:15]=[CH:14][CH:13]=1)[C:3]1[CH:8]=[CH:7][CH:6]=[CH:5][CH:4]=1. The catalyst is C(O)C. (6) The product is [Br:1][C:2]1[CH:7]=[CH:6][C:5]([NH:8][C:9]2[N:14]3[CH:15]=[N:16][CH:17]=[C:13]3[CH:12]=[N:11][C:10]=2[C:18]([NH:23][O:24][CH2:25][C@@H:26]([OH:28])[CH3:27])=[O:20])=[C:4]([F:21])[CH:3]=1. The catalyst is CN(C=O)C.CCOCC.C(OCC)(=O)C. The reactants are [Br:1][C:2]1[CH:7]=[CH:6][C:5]([NH:8][C:9]2[N:14]3[CH:15]=[N:16][CH:17]=[C:13]3[CH:12]=[N:11][C:10]=2[C:18]([OH:20])=O)=[C:4]([F:21])[CH:3]=1.Cl.[NH2:23][O:24][CH2:25][C@@H:26]([OH:28])[CH3:27].C1C=CC2N(O)N=NC=2C=1.CCN=C=NCCCN(C)C.CN1CCOCC1. The yield is 0.250. (7) The reactants are [OH:1][CH:2]([CH3:26])[CH:3]([N:10]1[CH2:13][C:12]2([CH2:17][CH2:16][CH2:15][N:14]2C(OC(C)(C)C)=O)[C:11]1=[O:25])[C:4]1[N:9]=[CH:8][CH:7]=[CH:6][N:5]=1.B(F)(F)F. The catalyst is C(Cl)Cl.CO. The product is [OH:1][CH:2]([CH3:26])[CH:3]([N:10]1[CH2:13][C:12]2([CH2:17][CH2:16][CH2:15][NH:14]2)[C:11]1=[O:25])[C:4]1[N:9]=[CH:8][CH:7]=[CH:6][N:5]=1. The yield is 0.550. (8) The reactants are [CH2:1]([C:3]1[N:7]([S:8]([N:11]([CH3:13])[CH3:12])(=[O:10])=[O:9])[N:6]=[CH:5][CH:4]=1)[CH3:2].[Br:14]N1C(=O)CCC1=O. The catalyst is C1COCC1. The product is [Br:14][C:4]1[CH:5]=[N:6][N:7]([S:8]([N:11]([CH3:13])[CH3:12])(=[O:10])=[O:9])[C:3]=1[CH2:1][CH3:2]. The yield is 0.950.